From a dataset of PAMPA (Parallel Artificial Membrane Permeability Assay) permeability data from NCATS. Regression/Classification. Given a drug SMILES string, predict its absorption, distribution, metabolism, or excretion properties. Task type varies by dataset: regression for continuous measurements (e.g., permeability, clearance, half-life) or binary classification for categorical outcomes (e.g., BBB penetration, CYP inhibition). Dataset: pampa_ncats. (1) The drug is COC1=C(C=C(C=C1)NC(=O)C2=CC(=NN2)C3=CC=CN3)OC. The result is 1 (high permeability). (2) The molecule is C1=CC=C(C=C1)C2=NC3=CC=CC=C3C(=C2)C(=O)NC4=CC=C(C=C4)S(=O)(=O)NC5=NC=CS5. The result is 0 (low-to-moderate permeability). (3) The drug is COC1=CC=CC(=C1O)CNC2=CC=C(C=C2)S(=O)(=O)NC3=CC(=CC=C3)N4CCNCC4. The result is 1 (high permeability).